Dataset: Forward reaction prediction with 1.9M reactions from USPTO patents (1976-2016). Task: Predict the product of the given reaction. (1) Given the reactants [Br:1][C:2]1[CH:9]=[CH:8][C:5]([C:6]#[N:7])=[CH:4][CH:3]=1.[Br-].[NH4+:11].N, predict the reaction product. The product is: [BrH:1].[Br:1][C:2]1[CH:9]=[CH:8][C:5]([C:6](=[NH:11])[NH2:7])=[CH:4][CH:3]=1. (2) Given the reactants [CH2:1]([O:3][C:4](/[C:6](/[N:9]1[C:13]([CH3:14])=[CH:12][CH:11]=[C:10]1[C:15]([O:17][CH2:18][CH3:19])=[O:16])=[CH:7]\O)=[O:5])[CH3:2].C([O-])(=O)C.[NH4+:24], predict the reaction product. The product is: [NH2:24]/[CH:7]=[C:6](/[N:9]1[C:13]([CH3:14])=[CH:12][CH:11]=[C:10]1[C:15]([O:17][CH2:18][CH3:19])=[O:16])\[C:4]([O:3][CH2:1][CH3:2])=[O:5]. (3) Given the reactants [CH2:1]([N:8]1[CH2:13][CH2:12][C:11]([C:15]2[CH:20]=[CH:19][C:18]([Br:21])=[CH:17][CH:16]=2)(O)[CH:10]([C:22](C2C=CC=CC=2)(C2C=CC=CC=2)[O:23][SiH2]C(C)(C)C)[CH2:9]1)[C:2]1[CH:7]=[CH:6][CH:5]=[CH:4][CH:3]=1.FC(F)(F)C(O)=O, predict the reaction product. The product is: [CH2:1]([N:8]1[CH2:13][CH:12]=[C:11]([C:15]2[CH:16]=[CH:17][C:18]([Br:21])=[CH:19][CH:20]=2)[CH:10]([CH2:22][OH:23])[CH2:9]1)[C:2]1[CH:3]=[CH:4][CH:5]=[CH:6][CH:7]=1. (4) Given the reactants [Cl:1][C:2]1[C:7]([O:8][CH3:9])=[CH:6][C:5]([O:10][CH3:11])=[CH:4][C:3]=1[CH2:12][C:13]([OH:15])=O.C(Cl)(=O)C(Cl)=O.FC(F)(F)C(O)=O.[NH:29]1[CH2:33][CH2:32][C:31]([C:34]2[CH:39]=[CH:38][C:37]([NH:40][C:41]([NH:43][CH3:44])=[O:42])=[CH:36][CH:35]=2)=[N:30]1, predict the reaction product. The product is: [Cl:1][C:2]1[C:7]([O:8][CH3:9])=[CH:6][C:5]([O:10][CH3:11])=[CH:4][C:3]=1[CH2:12][C:13]([N:29]1[CH2:33][CH2:32][C:31]([C:34]2[CH:35]=[CH:36][C:37]([NH:40][C:41]([NH:43][CH3:44])=[O:42])=[CH:38][CH:39]=2)=[N:30]1)=[O:15]. (5) Given the reactants [N+:1]([C:4]1[CH:9]=[CH:8][CH:7]=[CH:6][C:5]=1[CH:10]=[C:11]([N+]([O-])=O)[CH3:12])([O-:3])=[O:2].C1CCN2C(=NCCC2)CC1.[N+:27]([CH2:29][C:30]([O:32][CH2:33][CH3:34])=[O:31])#[C-:28].Cl, predict the reaction product. The product is: [CH3:12][C:11]1[C:10]([C:5]2[CH:6]=[CH:7][CH:8]=[CH:9][C:4]=2[N+:1]([O-:3])=[O:2])=[C:29]([C:30]([O:32][CH2:33][CH3:34])=[O:31])[NH:27][CH:28]=1. (6) Given the reactants [H-].[Na+].[Br:3][C:4]1[CH:5]=[C:6]([C:10]2[C:11]3[N:12]([C:25]([CH2:28][CH3:29])=[CH:26][CH:27]=3)[N:13]=[C:14]([CH2:23][OH:24])[C:15]=2[CH2:16][CH2:17][C:18]([O:20]CC)=[O:19])[CH:7]=[N:8][CH:9]=1.Br.Br[CH2:32][C:33]1[CH:34]=[N:35][CH:36]=[CH:37][CH:38]=1, predict the reaction product. The product is: [Br:3][C:4]1[CH:5]=[C:6]([C:10]2[C:11]3[N:12]([C:25]([CH2:28][CH3:29])=[CH:26][CH:27]=3)[N:13]=[C:14]([CH2:23][O:24][CH2:32][C:33]3[CH:34]=[N:35][CH:36]=[CH:37][CH:38]=3)[C:15]=2[CH2:16][CH2:17][C:18]([OH:20])=[O:19])[CH:7]=[N:8][CH:9]=1. (7) The product is: [Br:25][C:26]1[CH:31]=[CH:30][C:29]([O:13][CH2:12][C:11]2[N:10]([C:14]3[CH:19]=[CH:18][C:17]([C:20]([NH:22][CH2:23][CH3:24])=[O:21])=[CH:16][CH:15]=3)[N:9]=[N:8][C:7]=2[C:5]([NH:4][CH:1]2[CH2:2][CH2:3]2)=[O:6])=[CH:28][CH:27]=1. Given the reactants [CH:1]1([NH:4][C:5]([C:7]2[N:8]=[N:9][N:10]([C:14]3[CH:19]=[CH:18][C:17]([C:20]([NH:22][CH2:23][CH3:24])=[O:21])=[CH:16][CH:15]=3)[C:11]=2[CH2:12][OH:13])=[O:6])[CH2:3][CH2:2]1.[Br:25][C:26]1[CH:31]=[CH:30][C:29](O)=[CH:28][CH:27]=1.C(P(CCCC)CCCC)CCC.C1CCN(C(N=NC(N2CCCCC2)=O)=O)CC1, predict the reaction product.